Dataset: Full USPTO retrosynthesis dataset with 1.9M reactions from patents (1976-2016). Task: Predict the reactants needed to synthesize the given product. (1) Given the product [CH3:16][N:17]([CH:19]=[N:1][C:2]1[CH:3]=[C:4]2[C:8](=[CH:9][CH:10]=1)[NH:7][CH:6]=[C:5]2[C:11]([NH2:13])=[O:12])[CH3:18], predict the reactants needed to synthesize it. The reactants are: [NH2:1][C:2]1[CH:3]=[C:4]2[C:8](=[CH:9][CH:10]=1)[NH:7][CH:6]=[C:5]2[C:11]([NH2:13])=[O:12].CO[CH:16](OC)[N:17]([CH3:19])[CH3:18]. (2) The reactants are: [Br:1][C:2]1[CH:3]=[CH:4][C:5]([CH3:8])=[N:6][CH:7]=1.ClC1C=CC=C(C(OO)=[O:17])C=1.C([O-])(O)=O.[Na+]. Given the product [Br:1][C:2]1[CH:3]=[CH:4][C:5]([CH3:8])=[N+:6]([O-:17])[CH:7]=1, predict the reactants needed to synthesize it. (3) Given the product [CH3:19][O:18][C:9]1[CH:10]=[CH:11][C:12]([C:14]([F:17])([F:16])[F:15])=[CH:13][C:8]=1[C:3]1[C:2]([CH3:20])=[N:23][NH:22][C:5](=[O:6])[CH:4]=1, predict the reactants needed to synthesize it. The reactants are: O[C:2]1([CH3:20])[O:6][C:5](=O)[CH:4]=[C:3]1[C:8]1[CH:13]=[C:12]([C:14]([F:17])([F:16])[F:15])[CH:11]=[CH:10][C:9]=1[O:18][CH3:19].O.[NH2:22][NH2:23]. (4) Given the product [C:10]([Si:14]([CH3:16])([CH3:15])[O:1][C:2]1[CH:9]=[CH:8][C:5]([CH:6]=[O:7])=[CH:4][CH:3]=1)([CH3:13])([CH3:12])[CH3:11], predict the reactants needed to synthesize it. The reactants are: [OH:1][C:2]1[CH:9]=[CH:8][C:5]([CH:6]=[O:7])=[CH:4][CH:3]=1.[C:10]([Si:14](Cl)([CH3:16])[CH3:15])([CH3:13])([CH3:12])[CH3:11].C(N(C(C)C)CC)(C)C.N1C=CN=C1. (5) Given the product [Br:1][C:2]1[CH:7]=[CH:6][C:5]([CH:8]=[O:9])=[C:4]([Cl:10])[CH:3]=1, predict the reactants needed to synthesize it. The reactants are: [Br:1][C:2]1[CH:7]=[CH:6][C:5]([CH2:8][OH:9])=[C:4]([Cl:10])[CH:3]=1.CC(OI1(OC(C)=O)(OC(C)=O)OC(=O)C2C=CC=CC1=2)=O.CCOC(C)=O. (6) Given the product [CH3:7][O:8][C:9]1[CH:10]=[C:11](/[CH:12]=[CH:29]/[C:30]([NH:32][C:33]2[CH:41]=[CH:40][CH:39]=[CH:38][C:34]=2[C:35]([OH:37])=[O:36])=[O:31])[CH:14]=[CH:15][C:16]=1[O:17][CH2:18][CH2:19][C:20]#[C:21][CH2:22][CH2:23][CH2:24][CH3:25], predict the reactants needed to synthesize it. The reactants are: N1CCCCC1.[CH3:7][O:8][C:9]1[CH:10]=[C:11]([CH:14]=[CH:15][C:16]=1[O:17][CH2:18][CH2:19][C:20]#[C:21][CH2:22][CH2:23][CH2:24][CH3:25])[CH:12]=O.C([CH2:29][C:30]([NH:32][C:33]1[CH:41]=[CH:40][CH:39]=[CH:38][C:34]=1[C:35]([OH:37])=[O:36])=[O:31])(O)=O.CC(O)=O.